From a dataset of Forward reaction prediction with 1.9M reactions from USPTO patents (1976-2016). Predict the product of the given reaction. (1) Given the reactants [CH3:1][C:2]1[CH:7]=[CH:6][C:5]([S:8]([N:11]2[C:21]3[C:22]4[N:13]([CH2:14][C:15](=[O:23])[NH:16][C:17]=4[CH:18]=[CH:19][CH:20]=3)[C:12]2=[O:24])(=[O:10])=[O:9])=[CH:4][CH:3]=1.[C:25](=O)([O-])[O-].[K+].[K+].IC.O, predict the reaction product. The product is: [CH3:1][C:2]1[CH:7]=[CH:6][C:5]([S:8]([N:11]2[C:21]3[C:22]4[N:13]([CH2:14][C:15](=[O:23])[N:16]([CH3:25])[C:17]=4[CH:18]=[CH:19][CH:20]=3)[C:12]2=[O:24])(=[O:10])=[O:9])=[CH:4][CH:3]=1. (2) Given the reactants Cl[C:2]1[C:11]2=[N:12][N:13](CC3C=CC(OC)=CC=3)[CH:14]=[C:10]2[C:9]2[CH:8]=[C:7]([O:24][CH3:25])[CH:6]=[CH:5][C:4]=2[N:3]=1.[C:26]1([C:32]2[CH:36]=[C:35]([NH2:37])[NH:34][N:33]=2)[CH:31]=[CH:30][CH:29]=[CH:28][CH:27]=1.Cl, predict the reaction product. The product is: [CH3:25][O:24][C:7]1[CH:6]=[CH:5][C:4]2[N:3]=[C:2]([NH:37][C:35]3[NH:34][N:33]=[C:32]([C:26]4[CH:31]=[CH:30][CH:29]=[CH:28][CH:27]=4)[CH:36]=3)[C:11]3=[N:12][NH:13][CH:14]=[C:10]3[C:9]=2[CH:8]=1. (3) Given the reactants [Cl:1][C:2]1[CH:7]=[CH:6][C:5]([C:8]2([CH3:37])[C:12]([C:14]3[CH:19]=[CH:18][C:17]([Cl:20])=[CH:16][CH:15]=3)([CH3:13])[N:11]([C:21](Cl)=[O:22])[C:10]([C:24]3[CH:29]=[CH:28][C:27]([C:30]([OH:33])([CH3:32])[CH3:31])=[CH:26][C:25]=3[O:34][CH2:35][CH3:36])=[N:9]2)=[CH:4][CH:3]=1.Cl.Cl.[N:40]1([CH2:46][C:47]([NH2:49])=[O:48])[CH2:45][CH2:44][NH:43][CH2:42][CH2:41]1, predict the reaction product. The product is: [Cl:1][C:2]1[CH:7]=[CH:6][C:5]([C@@:8]2([CH3:37])[C@:12]([C:14]3[CH:19]=[CH:18][C:17]([Cl:20])=[CH:16][CH:15]=3)([CH3:13])[N:11]([C:21]([N:43]3[CH2:44][CH2:45][N:40]([CH2:46][C:47]([NH2:49])=[O:48])[CH2:41][CH2:42]3)=[O:22])[C:10]([C:24]3[CH:29]=[CH:28][C:27]([C:30]([OH:33])([CH3:32])[CH3:31])=[CH:26][C:25]=3[O:34][CH2:35][CH3:36])=[N:9]2)=[CH:4][CH:3]=1. (4) Given the reactants [CH2:1]([SnH:5]([CH2:10][CH2:11][CH2:12][CH3:13])[CH2:6][CH2:7][CH2:8][CH3:9])[CH2:2][CH2:3][CH3:4].[Li+].CC([N-]C(C)C)C.Cl[C:23]1[N:28]=[C:27]([NH:29][CH:30]([CH3:32])[CH3:31])[CH:26]=[N:25][CH:24]=1, predict the reaction product. The product is: [CH:30]([NH:29][C:27]1[CH:26]=[N:25][CH:24]=[C:23]([Sn:5]([CH2:1][CH2:2][CH2:3][CH3:4])([CH2:6][CH2:7][CH2:8][CH3:9])[CH2:10][CH2:11][CH2:12][CH3:13])[N:28]=1)([CH3:32])[CH3:31]. (5) Given the reactants C(O)(=O)C.[Cl:5][C:6]1[CH:7]=[C:8]([C:13]2([C:27]([F:30])([F:29])[F:28])[O:17][N:16]=[C:15]([C:18]3[CH:19]=[C:20]([N+:24]([O-])=O)[CH:21]=[CH:22][CH:23]=3)[CH2:14]2)[CH:9]=[C:10]([Cl:12])[CH:11]=1, predict the reaction product. The product is: [Cl:5][C:6]1[CH:7]=[C:8]([C:13]2([C:27]([F:29])([F:28])[F:30])[O:17][N:16]=[C:15]([C:18]3[CH:19]=[C:20]([CH:21]=[CH:22][CH:23]=3)[NH2:24])[CH2:14]2)[CH:9]=[C:10]([Cl:12])[CH:11]=1. (6) Given the reactants [F:1][C:2]1[CH:3]=[CH:4][C:5]([C:32]([F:35])([F:34])[F:33])=[C:6]([CH:8]2[CH2:13][CH2:12][N:11]([C:14]([C:16]3[C:20]4[CH2:21][N:22](C(OC(C)(C)C)=O)[CH2:23][CH2:24][C:19]=4[NH:18][N:17]=3)=[O:15])[CH2:10][CH2:9]2)[CH:7]=1.[ClH:36], predict the reaction product. The product is: [ClH:36].[F:1][C:2]1[CH:3]=[CH:4][C:5]([C:32]([F:35])([F:33])[F:34])=[C:6]([CH:8]2[CH2:13][CH2:12][N:11]([C:14]([C:16]3[C:20]4[CH2:21][NH:22][CH2:23][CH2:24][C:19]=4[NH:18][N:17]=3)=[O:15])[CH2:10][CH2:9]2)[CH:7]=1. (7) Given the reactants [NH:1]1[C:5]2[N:6]=[CH:7][CH:8]=[C:9]([C:10]#N)[C:4]=2[CH:3]=[CH:2]1.CC(C[Al]CC(C)C)C.CC(C[AlH]CC(C)C)C.Cl.C([O-])(O)=[O:32].[Na+], predict the reaction product. The product is: [NH:1]1[C:5]2[N:6]=[CH:7][CH:8]=[C:9]([CH:10]=[O:32])[C:4]=2[CH:3]=[CH:2]1.